From a dataset of Catalyst prediction with 721,799 reactions and 888 catalyst types from USPTO. Predict which catalyst facilitates the given reaction. (1) Reactant: [C:1]([C:3]1[CH:4]=[C:5]([C:12]([O:14]CC)=[O:13])[C:6]2[S:10][CH:9]=[CH:8][C:7]=2[CH:11]=1)#[N:2].[OH-].[Na+]. Product: [C:1]([C:3]1[CH:4]=[C:5]([C:12]([OH:14])=[O:13])[C:6]2[S:10][CH:9]=[CH:8][C:7]=2[CH:11]=1)#[N:2]. The catalyst class is: 1. (2) Reactant: [F:1][C:2]1[N:7]=[C:6](F)[CH:5]=[CH:4][N:3]=1.[CH:9]([C@H:12]1[CH2:16][O:15][C:14](=[O:17])[NH:13]1)([CH3:11])[CH3:10].[H-].[Na+]. Product: [F:1][C:2]1[N:7]=[C:6]([N:13]2[C@@H:12]([CH:9]([CH3:11])[CH3:10])[CH2:16][O:15][C:14]2=[O:17])[CH:5]=[CH:4][N:3]=1. The catalyst class is: 18. (3) Reactant: O[CH2:2][C@@H:3]1[CH2:12][C:11]2[C:6](=[CH:7][CH:8]=[CH:9][CH:10]=2)[CH2:5][N:4]1[C:13]([O:15][CH2:16][C:17]1[CH:22]=[CH:21][CH:20]=[CH:19][CH:18]=1)=[O:14].C1(P([N:37]=[N+:38]=[N-:39])(C2C=CC=CC=2)=O)C=CC=CC=1.C1(P(C2C=CC=CC=2)C2C=CC=CC=2)C=CC=CC=1. The catalyst class is: 1. Product: [N:37]([CH2:2][C@@H:3]1[CH2:12][C:11]2[C:6](=[CH:7][CH:8]=[CH:9][CH:10]=2)[CH2:5][N:4]1[C:13]([O:15][CH2:16][C:17]1[CH:22]=[CH:21][CH:20]=[CH:19][CH:18]=1)=[O:14])=[N+:38]=[N-:39]. (4) Reactant: [C:1]([NH2:4])(=[O:3])[CH3:2].CC(C)([O-])C.[K+].[Cl:11][C:12]1[CH:13]=[C:14]([F:19])[C:15](F)=[N:16][CH:17]=1.[Cl-].[NH4+]. Product: [C:1]([NH:4][C:15]1[C:14]([F:19])=[CH:13][C:12]([Cl:11])=[CH:17][N:16]=1)(=[O:3])[CH3:2]. The catalyst class is: 248. (5) Reactant: C(O)(C(F)(F)F)=O.C(OC(=O)[NH:14][CH2:15][C:16]([CH3:50])([CH3:49])[CH2:17][NH:18][C:19](=[O:48])[C:20]1[CH:25]=[CH:24][C:23]([NH:26][C:27]2[N:32]=[C:31]([NH:33][CH2:34][C:35]3[CH:40]=[CH:39][C:38]([OH:41])=[CH:37][CH:36]=3)[N:30]=[C:29]([O:42][CH2:43][C:44]([F:47])([F:46])[F:45])[N:28]=2)=[CH:22][CH:21]=1)(C)(C)C. Product: [NH2:14][CH2:15][C:16]([CH3:50])([CH3:49])[CH2:17][NH:18][C:19](=[O:48])[C:20]1[CH:25]=[CH:24][C:23]([NH:26][C:27]2[N:32]=[C:31]([NH:33][CH2:34][C:35]3[CH:40]=[CH:39][C:38]([OH:41])=[CH:37][CH:36]=3)[N:30]=[C:29]([O:42][CH2:43][C:44]([F:47])([F:46])[F:45])[N:28]=2)=[CH:22][CH:21]=1. The catalyst class is: 2. (6) Reactant: [OH:1][C:2]1[N:7]=[C:6]([C:8]([OH:10])=[O:9])[CH:5]=[CH:4][CH:3]=1.Cl.[CH3:12]O. Product: [OH:1][C:2]1[N:7]=[C:6]([C:8]([O:10][CH3:12])=[O:9])[CH:5]=[CH:4][CH:3]=1. The catalyst class is: 12.